Dataset: NCI-60 drug combinations with 297,098 pairs across 59 cell lines. Task: Regression. Given two drug SMILES strings and cell line genomic features, predict the synergy score measuring deviation from expected non-interaction effect. (1) Drug 1: C1=NC(=NC(=O)N1C2C(C(C(O2)CO)O)O)N. Drug 2: CN(CC1=CN=C2C(=N1)C(=NC(=N2)N)N)C3=CC=C(C=C3)C(=O)NC(CCC(=O)O)C(=O)O. Cell line: MCF7. Synergy scores: CSS=27.5, Synergy_ZIP=-4.93, Synergy_Bliss=2.33, Synergy_Loewe=-21.9, Synergy_HSA=1.07. (2) Drug 1: C1=CC(=CC=C1C#N)C(C2=CC=C(C=C2)C#N)N3C=NC=N3. Drug 2: C1CN1C2=NC(=NC(=N2)N3CC3)N4CC4. Cell line: DU-145. Synergy scores: CSS=62.1, Synergy_ZIP=-2.73, Synergy_Bliss=-4.56, Synergy_Loewe=-0.712, Synergy_HSA=-0.939. (3) Drug 1: CC1C(C(CC(O1)OC2CC(CC3=C2C(=C4C(=C3O)C(=O)C5=C(C4=O)C(=CC=C5)OC)O)(C(=O)C)O)N)O.Cl. Drug 2: C1=CC=C(C(=C1)C(C2=CC=C(C=C2)Cl)C(Cl)Cl)Cl. Cell line: U251. Synergy scores: CSS=39.9, Synergy_ZIP=0.540, Synergy_Bliss=1.45, Synergy_Loewe=-71.1, Synergy_HSA=2.11. (4) Drug 1: C1CCC(CC1)NC(=O)N(CCCl)N=O. Drug 2: C#CCC(CC1=CN=C2C(=N1)C(=NC(=N2)N)N)C3=CC=C(C=C3)C(=O)NC(CCC(=O)O)C(=O)O. Cell line: SN12C. Synergy scores: CSS=4.91, Synergy_ZIP=-5.27, Synergy_Bliss=-3.25, Synergy_Loewe=-3.82, Synergy_HSA=-3.27. (5) Drug 1: C1CC(=O)NC(=O)C1N2CC3=C(C2=O)C=CC=C3N. Drug 2: CC1CCC2CC(C(=CC=CC=CC(CC(C(=O)C(C(C(=CC(C(=O)CC(OC(=O)C3CCCCN3C(=O)C(=O)C1(O2)O)C(C)CC4CCC(C(C4)OC)O)C)C)O)OC)C)C)C)OC. Cell line: UO-31. Synergy scores: CSS=6.83, Synergy_ZIP=-12.1, Synergy_Bliss=-12.5, Synergy_Loewe=-28.4, Synergy_HSA=-12.7.